From a dataset of Catalyst prediction with 721,799 reactions and 888 catalyst types from USPTO. Predict which catalyst facilitates the given reaction. (1) The catalyst class is: 3. Reactant: [NH:1]1[CH2:6][CH2:5][CH:4]([C:7]2[CH:12]=[CH:11][C:10]([NH:13][C:14]([C:16]3[N:17]=[C:18]([C:25]4[CH:30]=[CH:29][CH:28]=[CH:27][CH:26]=4)[O:19][C:20]=3[C:21]([F:24])([F:23])[F:22])=[O:15])=[CH:9][CH:8]=2)[CH2:3][CH2:2]1.[NH:31]1[C:35]([CH2:36][C:37](O)=[O:38])=[N:34][N:33]=[N:32]1.C(N(CC)CC)C.F[P-](F)(F)(F)(F)F.N1(O[P+](N(C)C)(N(C)C)N(C)C)C2C=CC=CC=2N=N1. Product: [NH:31]1[C:35]([CH2:36][C:37]([N:1]2[CH2:6][CH2:5][CH:4]([C:7]3[CH:8]=[CH:9][C:10]([NH:13][C:14]([C:16]4[N:17]=[C:18]([C:25]5[CH:30]=[CH:29][CH:28]=[CH:27][CH:26]=5)[O:19][C:20]=4[C:21]([F:22])([F:23])[F:24])=[O:15])=[CH:11][CH:12]=3)[CH2:3][CH2:2]2)=[O:38])=[N:34][N:33]=[N:32]1. (2) Reactant: [Cl:1][C:2]1[CH:3]=[C:4]([OH:35])[C:5]2[N:6]([C:8]([C:29]3[CH:34]=[CH:33][CH:32]=[CH:31][CH:30]=3)=[C:9]([C:11]3[CH:16]=[CH:15][C:14]([C:17]4([NH:21][C:22](=[O:28])[O:23][C:24]([CH3:27])([CH3:26])[CH3:25])[CH2:20][CH2:19][CH2:18]4)=[CH:13][CH:12]=3)[N:10]=2)[N:7]=1.C(=O)([O-])[O-].[Cs+].[Cs+].[CH2:42](Br)[C:43]1[CH:48]=[CH:47][CH:46]=[CH:45][CH:44]=1. Product: [CH2:42]([O:35][C:4]1[C:5]2[N:6]([C:8]([C:29]3[CH:30]=[CH:31][CH:32]=[CH:33][CH:34]=3)=[C:9]([C:11]3[CH:16]=[CH:15][C:14]([C:17]4([NH:21][C:22](=[O:28])[O:23][C:24]([CH3:27])([CH3:26])[CH3:25])[CH2:20][CH2:19][CH2:18]4)=[CH:13][CH:12]=3)[N:10]=2)[N:7]=[C:2]([Cl:1])[CH:3]=1)[C:43]1[CH:48]=[CH:47][CH:46]=[CH:45][CH:44]=1. The catalyst class is: 3. (3) Reactant: [Cl:1][C:2]1[C:11]2[C:6](=[CH:7][CH:8]=[C:9]([C:12]([O:14]CC)=[O:13])[CH:10]=2)[C:5]([Cl:17])=[CH:4][N:3]=1.[OH-].[Na+].CCO.Cl. Product: [Cl:1][C:2]1[C:11]2[C:6](=[CH:7][CH:8]=[C:9]([C:12]([OH:14])=[O:13])[CH:10]=2)[C:5]([Cl:17])=[CH:4][N:3]=1. The catalyst class is: 1. (4) Reactant: [NH2:1][CH2:2][C:3]1[CH:4]=[C:5]2[C:9](=[CH:10][CH:11]=1)[C:8](=[O:12])[N:7]([CH:13]1[CH2:18][CH2:17][C:16](=[O:19])[NH:15][C:14]1=[O:20])[CH2:6]2.[Cl:21][C:22]1[CH:27]=[CH:26][C:25]([C:28]([F:31])([F:30])[F:29])=[CH:24][C:23]=1[N:32]=[C:33]=[O:34].Cl. Product: [Cl:21][C:22]1[CH:27]=[CH:26][C:25]([C:28]([F:31])([F:30])[F:29])=[CH:24][C:23]=1[NH:32][C:33]([NH:1][CH2:2][C:3]1[CH:4]=[C:5]2[C:9](=[CH:10][CH:11]=1)[C:8](=[O:12])[N:7]([CH:13]1[CH2:18][CH2:17][C:16](=[O:19])[NH:15][C:14]1=[O:20])[CH2:6]2)=[O:34]. The catalyst class is: 10.